Dataset: Full USPTO retrosynthesis dataset with 1.9M reactions from patents (1976-2016). Task: Predict the reactants needed to synthesize the given product. Given the product [F:28][C:2]([F:1])([F:27])[C:3]1[CH:20]=[CH:19][C:6]([CH2:7][NH:8][C:9]([C:10]2[C:11]3[NH:17][C:31](=[O:32])[CH2:30][O:16][C:12]=3[CH:13]=[CH:14][CH:15]=2)=[O:18])=[C:5]([N:21]2[CH2:26][CH2:25][CH2:24][CH2:23][CH2:22]2)[CH:4]=1, predict the reactants needed to synthesize it. The reactants are: [F:1][C:2]([F:28])([F:27])[C:3]1[CH:20]=[CH:19][C:6]([CH2:7][NH:8][C:9](=[O:18])[C:10]2[CH:15]=[CH:14][CH:13]=[C:12]([OH:16])[C:11]=2[NH2:17])=[C:5]([N:21]2[CH2:26][CH2:25][CH2:24][CH2:23][CH2:22]2)[CH:4]=1.Cl[CH2:30][C:31](Cl)=[O:32].C([O-])([O-])=O.[K+].[K+].